This data is from Catalyst prediction with 721,799 reactions and 888 catalyst types from USPTO. The task is: Predict which catalyst facilitates the given reaction. (1) Reactant: [CH3:1][C:2]1[N:6]([C:7]2[CH:12]=[CH:11][C:10]([O:13][CH2:14][CH2:15][CH2:16][CH2:17][CH2:18][C:19]3[CH:24]=[CH:23][CH:22]=[CH:21][CH:20]=3)=[CH:9][CH:8]=2)[C:5]([C:25]2[CH:44]=[CH:43][C:28]([O:29][C@H:30]([CH2:36][C:37]3[CH:42]=[CH:41][CH:40]=[CH:39][CH:38]=3)[C:31]([O:33]CC)=[O:32])=[CH:27][CH:26]=2)=[CH:4][CH:3]=1.[OH-].[K+].Cl. Product: [CH3:1][C:2]1[N:6]([C:7]2[CH:8]=[CH:9][C:10]([O:13][CH2:14][CH2:15][CH2:16][CH2:17][CH2:18][C:19]3[CH:24]=[CH:23][CH:22]=[CH:21][CH:20]=3)=[CH:11][CH:12]=2)[C:5]([C:25]2[CH:26]=[CH:27][C:28]([O:29][C@H:30]([CH2:36][C:37]3[CH:38]=[CH:39][CH:40]=[CH:41][CH:42]=3)[C:31]([OH:33])=[O:32])=[CH:43][CH:44]=2)=[CH:4][CH:3]=1. The catalyst class is: 36. (2) Reactant: [NH:1]1[CH2:6][CH2:5][CH:4]([NH:7][C:8](=[O:14])[O:9][C:10]([CH3:13])([CH3:12])[CH3:11])[CH2:3][CH2:2]1.[CH3:15][S:16](Cl)(=[O:18])=[O:17]. Product: [CH3:15][S:16]([N:1]1[CH2:2][CH2:3][CH:4]([NH:7][C:8](=[O:14])[O:9][C:10]([CH3:11])([CH3:13])[CH3:12])[CH2:5][CH2:6]1)(=[O:18])=[O:17]. The catalyst class is: 17.